From a dataset of Peptide-MHC class I binding affinity with 185,985 pairs from IEDB/IMGT. Regression. Given a peptide amino acid sequence and an MHC pseudo amino acid sequence, predict their binding affinity value. This is MHC class I binding data. (1) The peptide sequence is IILFQNNDI. The MHC is HLA-A02:03 with pseudo-sequence HLA-A02:03. The binding affinity (normalized) is 0. (2) The peptide sequence is GTAPPPLTR. The MHC is HLA-A03:01 with pseudo-sequence HLA-A03:01. The binding affinity (normalized) is 0.467. (3) The MHC is HLA-B51:01 with pseudo-sequence HLA-B51:01. The peptide sequence is GLYSSTVPV. The binding affinity (normalized) is 0.0873. (4) The peptide sequence is FVFRSPFIV. The MHC is HLA-A02:01 with pseudo-sequence HLA-A02:01. The binding affinity (normalized) is 0.930. (5) The MHC is HLA-A31:01 with pseudo-sequence HLA-A31:01. The peptide sequence is QTTVNTLSER. The binding affinity (normalized) is 0.716. (6) The peptide sequence is VSSHKGWAK. The MHC is HLA-A68:02 with pseudo-sequence HLA-A68:02. The binding affinity (normalized) is 0.0847. (7) The peptide sequence is IPVIVADDL. The MHC is H-2-Ld with pseudo-sequence H-2-Ld. The binding affinity (normalized) is 0.628.